From a dataset of Forward reaction prediction with 1.9M reactions from USPTO patents (1976-2016). Predict the product of the given reaction. (1) The product is: [CH3:23][O:22][C:12]1[CH:11]=[C:10]2[C:15]([CH2:16][C@:17]([CH3:21])([C:18]([OH:20])=[O:19])[N:8]([CH3:6])[CH2:9]2)=[CH:14][CH:13]=1. Given the reactants C(O[C:6]([N:8]1[C@@:17]([CH3:21])([C:18]([OH:20])=[O:19])[CH2:16][C:15]2[C:10](=[CH:11][C:12]([O:22][CH3:23])=[CH:13][CH:14]=2)[CH2:9]1)=O)(C)(C)C.N(CC)(CC)CC.Cl, predict the reaction product. (2) Given the reactants [C:1]([C:3]1[CH:11]=[C:7]([C:8]([OH:10])=O)[C:6]([OH:12])=[CH:5][CH:4]=1)#[N:2].[F:13][C:14]([F:27])([F:26])[C:15]1[CH:16]=[C:17]([CH:19]=[C:20]([C:22]([F:25])([F:24])[F:23])[CH:21]=1)[NH2:18], predict the reaction product. The product is: [F:13][C:14]([F:26])([F:27])[C:15]1[CH:16]=[C:17]([NH:18][C:8](=[O:10])[C:7]2[CH:11]=[C:3]([C:1]#[N:2])[CH:4]=[CH:5][C:6]=2[OH:12])[CH:19]=[C:20]([C:22]([F:23])([F:25])[F:24])[CH:21]=1. (3) Given the reactants [CH2:1]([NH:8][C:9]1[N:14]=[CH:13][C:12](Br)=[CH:11][N:10]=1)[C:2]1[CH:7]=[CH:6][CH:5]=[CH:4][CH:3]=1.[Cu][C:17]#[N:18].[NH4+].[Cl-].[NH4+].[OH-], predict the reaction product. The product is: [CH2:1]([NH:8][C:9]1[N:14]=[CH:13][C:12]([C:17]#[N:18])=[CH:11][N:10]=1)[C:2]1[CH:7]=[CH:6][CH:5]=[CH:4][CH:3]=1. (4) Given the reactants [C:1]([C:3]1[CH:8]=[CH:7][CH:6]=[CH:5][C:4]=1[C:9]1[CH:17]=[CH:16][C:12]([C:13](O)=[O:14])=[C:11]([NH:18][CH2:19][CH2:20][C:21]2[CH:26]=[CH:25][CH:24]=[C:23]([F:27])[CH:22]=2)[N:10]=1)#[N:2].[NH2:28][CH2:29][C@H:30]1[CH2:34][CH2:33][C:32](=[O:35])[N:31]1[CH2:36][CH2:37][CH2:38][NH:39][C:40](=[O:46])[O:41][C:42]([CH3:45])([CH3:44])[CH3:43].C1C=CC2N(O)N=NC=2C=1.CN(C(ON1N=NC2C=CC=CC1=2)=[N+](C)C)C.F[P-](F)(F)(F)(F)F, predict the reaction product. The product is: [C:1]([C:3]1[CH:8]=[CH:7][CH:6]=[CH:5][C:4]=1[C:9]1[CH:17]=[CH:16][C:12]([C:13]([NH:28][CH2:29][C@H:30]2[CH2:34][CH2:33][C:32](=[O:35])[N:31]2[CH2:36][CH2:37][CH2:38][NH:39][C:40](=[O:46])[O:41][C:42]([CH3:43])([CH3:45])[CH3:44])=[O:14])=[C:11]([NH:18][CH2:19][CH2:20][C:21]2[CH:26]=[CH:25][CH:24]=[C:23]([F:27])[CH:22]=2)[N:10]=1)#[N:2]. (5) Given the reactants [Br:1][C:2]1[CH:7]=[C:6]([CH3:8])[C:5](I)=[C:4]([CH3:10])[CH:3]=1.C([Li])CCC.[B:16](OC)([O:19]C)[O:17]C.Cl, predict the reaction product. The product is: [Br:1][C:2]1[CH:7]=[C:6]([CH3:8])[C:5]([B:16]([OH:19])[OH:17])=[C:4]([CH3:10])[CH:3]=1.